This data is from NCI-60 drug combinations with 297,098 pairs across 59 cell lines. The task is: Regression. Given two drug SMILES strings and cell line genomic features, predict the synergy score measuring deviation from expected non-interaction effect. (1) Drug 1: CC1=CC2C(CCC3(C2CCC3(C(=O)C)OC(=O)C)C)C4(C1=CC(=O)CC4)C. Drug 2: C1CC(C1)(C(=O)O)C(=O)O.[NH2-].[NH2-].[Pt+2]. Cell line: SNB-75. Synergy scores: CSS=1.96, Synergy_ZIP=-1.81, Synergy_Bliss=-2.38, Synergy_Loewe=-12.5, Synergy_HSA=-7.37. (2) Drug 1: C1CCC(C1)C(CC#N)N2C=C(C=N2)C3=C4C=CNC4=NC=N3. Drug 2: C1C(C(OC1N2C=NC3=C(N=C(N=C32)Cl)N)CO)O. Cell line: IGROV1. Synergy scores: CSS=3.76, Synergy_ZIP=-1.71, Synergy_Bliss=-2.01, Synergy_Loewe=-3.09, Synergy_HSA=-2.71. (3) Drug 1: C1CCC(C(C1)N)N.C(=O)(C(=O)[O-])[O-].[Pt+4]. Drug 2: CCC1(C2=C(COC1=O)C(=O)N3CC4=CC5=C(C=CC(=C5CN(C)C)O)N=C4C3=C2)O.Cl. Cell line: HOP-92. Synergy scores: CSS=28.9, Synergy_ZIP=-13.5, Synergy_Bliss=-10.4, Synergy_Loewe=-30.2, Synergy_HSA=-5.24. (4) Drug 1: CCN(CC)CCNC(=O)C1=C(NC(=C1C)C=C2C3=C(C=CC(=C3)F)NC2=O)C. Drug 2: CC(C)CN1C=NC2=C1C3=CC=CC=C3N=C2N. Cell line: HT29. Synergy scores: CSS=-2.46, Synergy_ZIP=0.0433, Synergy_Bliss=-2.54, Synergy_Loewe=-5.82, Synergy_HSA=-5.47. (5) Drug 1: CC1=C(C(CCC1)(C)C)C=CC(=CC=CC(=CC(=O)O)C)C. Drug 2: C1C(C(OC1N2C=NC(=NC2=O)N)CO)O. Cell line: NCI-H460. Synergy scores: CSS=4.04, Synergy_ZIP=-0.651, Synergy_Bliss=-0.771, Synergy_Loewe=-18.2, Synergy_HSA=-4.26. (6) Drug 1: C1CCN(CC1)CCOC2=CC=C(C=C2)C(=O)C3=C(SC4=C3C=CC(=C4)O)C5=CC=C(C=C5)O. Drug 2: CCCS(=O)(=O)NC1=C(C(=C(C=C1)F)C(=O)C2=CNC3=C2C=C(C=N3)C4=CC=C(C=C4)Cl)F. Cell line: OVCAR-4. Synergy scores: CSS=5.14, Synergy_ZIP=-2.61, Synergy_Bliss=-2.76, Synergy_Loewe=-5.34, Synergy_HSA=-4.60.